Dataset: Full USPTO retrosynthesis dataset with 1.9M reactions from patents (1976-2016). Task: Predict the reactants needed to synthesize the given product. (1) Given the product [CH:13]1([NH:12][C:10](=[O:11])[C:9]2[CH:16]=[CH:17][C:18]([CH3:19])=[C:7]([N:6]3[CH:5]=[N:4][C:3]4[C:2]3=[N:1][C:29]([OH:30])=[N:28][C:20]=4[C:21]3[CH:26]=[CH:25][CH:24]=[CH:23][CH:22]=3)[CH:8]=2)[CH2:15][CH2:14]1, predict the reactants needed to synthesize it. The reactants are: [NH2:1][C:2]1[N:6]([C:7]2[CH:8]=[C:9]([CH:16]=[CH:17][C:18]=2[CH3:19])[C:10]([NH:12][CH:13]2[CH2:15][CH2:14]2)=[O:11])[CH:5]=[N:4][C:3]=1[C:20](=O)[C:21]1[CH:26]=[CH:25][CH:24]=[CH:23][CH:22]=1.[NH2:28][C:29](N)=[O:30]. (2) Given the product [C:38]([C:41]1[CH:42]=[CH:43][C:44]([C:2]2[N:3]=[C:4]3[C:10]4[CH:11]=[CH:12][CH:13]=[CH:14][C:9]=4[NH:8][C:7]4[N:15]=[CH:16][CH:17]=[CH:18][C:6]=4[N:5]3[C:19]=2[C:20]2[CH:21]=[CH:22][C:23]([C:26]3([NH:30][C:31](=[O:37])[O:32][C:33]([CH3:36])([CH3:34])[CH3:35])[CH2:29][CH2:28][CH2:27]3)=[CH:24][CH:25]=2)=[CH:45][CH:46]=1)(=[O:40])[CH3:39], predict the reactants needed to synthesize it. The reactants are: Cl[C:2]1[N:3]=[C:4]2[C:10]3[CH:11]=[CH:12][CH:13]=[CH:14][C:9]=3[NH:8][C:7]3[N:15]=[CH:16][CH:17]=[CH:18][C:6]=3[N:5]2[C:19]=1[C:20]1[CH:25]=[CH:24][C:23]([C:26]2([NH:30][C:31](=[O:37])[O:32][C:33]([CH3:36])([CH3:35])[CH3:34])[CH2:29][CH2:28][CH2:27]2)=[CH:22][CH:21]=1.[C:38]([C:41]1[CH:42]=[C:43](B(O)O)[CH:44]=[CH:45][CH:46]=1)(=[O:40])[CH3:39].C([O-])([O-])=O.[Na+].[Na+]. (3) The reactants are: [Cl:1][C:2]1[N:3]=[N:4][C:5]([Cl:9])=[CH:6][C:7]=1[NH2:8].C[Si]([N-][Si](C)(C)C)(C)C.[Na+].C1COCC1.[F:25][C:26]1[CH:31]=[CH:30][C:29]([S:32](Cl)(=[O:34])=[O:33])=[CH:28][CH:27]=1. Given the product [Cl:1][C:2]1[N:3]=[N:4][C:5]([Cl:9])=[CH:6][C:7]=1[NH:8][S:32]([C:29]1[CH:30]=[CH:31][C:26]([F:25])=[CH:27][CH:28]=1)(=[O:34])=[O:33], predict the reactants needed to synthesize it. (4) Given the product [CH3:25][O:26][C:27]1[CH:35]=[CH:34][CH:33]=[CH:32][C:28]=1[C:29]([NH:1][C:2]1[CH:7]=[CH:6][C:5]([N:8]2[C:14](=[O:15])[CH2:13][C:12](=[O:16])[NH:11][C:10]3[C:17]4[C:22]([CH:23]=[CH:24][C:9]2=3)=[CH:21][CH:20]=[CH:19][CH:18]=4)=[CH:4][CH:3]=1)=[O:30], predict the reactants needed to synthesize it. The reactants are: [NH2:1][C:2]1[CH:7]=[CH:6][C:5]([N:8]2[C:14](=[O:15])[CH2:13][C:12](=[O:16])[NH:11][C:10]3[C:17]4[C:22]([CH:23]=[CH:24][C:9]2=3)=[CH:21][CH:20]=[CH:19][CH:18]=4)=[CH:4][CH:3]=1.[CH3:25][O:26][C:27]1[CH:35]=[CH:34][CH:33]=[CH:32][C:28]=1[C:29](Cl)=[O:30].C(NC1C=CC(N2C(=O)CC(=O)NC3C4C(C=CC2=3)=CC=CC=4)=CC=1)(=O)C1C=CC=CC=1. (5) Given the product [CH3:1][C:2]1([CH3:30])[C:14]2[CH:13]=[C:12]([N:15]([C:32]3[C:44]4[C:43]5[C:38](=[CH:39][CH:40]=[CH:41][CH:42]=5)[C:37]([C:51]5[CH:52]=[CH:53][CH:54]=[CH:55][CH:56]=5)([C:45]5[CH:46]=[CH:47][CH:48]=[CH:49][CH:50]=5)[C:36]=4[CH:35]=[CH:34][CH:33]=3)[C:16]3[CH:17]=[CH:18][C:19]4[CH:20]=[CH:21][C:22]5[C:27]([C:28]=4[CH:29]=3)=[CH:26][CH:25]=[CH:24][CH:23]=5)[CH:11]=[CH:10][C:9]=2[C:8]2[C:3]1=[CH:4][CH:5]=[CH:6][CH:7]=2, predict the reactants needed to synthesize it. The reactants are: [CH3:1][C:2]1([CH3:30])[C:14]2[CH:13]=[C:12]([NH:15][C:16]3[CH:17]=[CH:18][C:19]4[CH:20]=[CH:21][C:22]5[C:27]([C:28]=4[CH:29]=3)=[CH:26][CH:25]=[CH:24][CH:23]=5)[CH:11]=[CH:10][C:9]=2[C:8]2[C:3]1=[CH:4][CH:5]=[CH:6][CH:7]=2.Br[C:32]1[C:44]2[C:43]3[C:38](=[CH:39][CH:40]=[CH:41][CH:42]=3)[C:37]([C:51]3[CH:56]=[CH:55][CH:54]=[CH:53][CH:52]=3)([C:45]3[CH:50]=[CH:49][CH:48]=[CH:47][CH:46]=3)[C:36]=2[CH:35]=[CH:34][CH:33]=1.C(P(C(C)(C)C)C(C)(C)C)(C)(C)C.CC(C)([O-])C.[Na+].